Task: Predict the product of the given reaction.. Dataset: Forward reaction prediction with 1.9M reactions from USPTO patents (1976-2016) Given the reactants C[O:2][C:3](=[O:31])[C:4]1[CH:9]=[CH:8][C:7]([C:10]([CH2:28][CH3:29])([C:13]2[CH:18]=[CH:17][C:16]([C:19]#[C:20][C:21]3([OH:26])[CH2:25][CH2:24][CH2:23][CH2:22]3)=[C:15]([CH3:27])[CH:14]=2)[CH2:11][CH3:12])=[CH:6][C:5]=1[CH3:30].[OH-].[Li+], predict the reaction product. The product is: [CH2:11]([C:10]([C:7]1[CH:8]=[CH:9][C:4]([C:3]([OH:31])=[O:2])=[C:5]([CH3:30])[CH:6]=1)([C:13]1[CH:18]=[CH:17][C:16]([C:19]#[C:20][C:21]2([OH:26])[CH2:25][CH2:24][CH2:23][CH2:22]2)=[C:15]([CH3:27])[CH:14]=1)[CH2:28][CH3:29])[CH3:12].